Predict the reaction yield, written as a fraction of the theoretical maximum amount of product (1.0 means a 100% yield; for example, 0.34 means a 34% yield). From a dataset of Reaction yield outcomes from USPTO patents with 853,638 reactions. (1) The product is [O:37]=[S:6]1(=[O:36])[CH:7]([C:11]2[CH:16]=[CH:15][C:14]([CH2:17][CH2:18][NH:19][S:20]([C:23]3[CH:28]=[CH:27][C:26]([O:29][C:30]4[CH:31]=[CH:32][CH:33]=[CH:34][CH:35]=4)=[CH:25][CH:24]=3)(=[O:21])=[O:22])=[CH:13][CH:12]=2)[CH2:8][C:9](=[O:10])[NH:5]1. The catalyst is FC(F)(F)C(O)=O. The yield is 0.900. The reactants are C([N:5]1[C:9](=[O:10])[CH2:8][CH:7]([C:11]2[CH:16]=[CH:15][C:14]([CH2:17][CH2:18][NH:19][S:20]([C:23]3[CH:28]=[CH:27][C:26]([O:29][C:30]4[CH:35]=[CH:34][CH:33]=[CH:32][CH:31]=4)=[CH:25][CH:24]=3)(=[O:22])=[O:21])=[CH:13][CH:12]=2)[S:6]1(=[O:37])=[O:36])(C)(C)C. (2) The yield is 0.808. The product is [O:6]1[CH2:11][CH2:10][CH2:9][CH2:8][CH:7]1[O:1][CH2:2][C:3](=[O:5])[CH3:4]. The reactants are [OH:1][CH2:2][C:3](=[O:5])[CH3:4].[O:6]1[CH:11]=[CH:10][CH2:9][CH2:8][CH2:7]1.C1(C)C=CC(S([O-])(=O)=O)=CC=1.[NH+]1C=CC=CC=1. The catalyst is C1COCC1.C(OCC)(=O)C. (3) The product is [CH3:1][O:2][C:3]1[C:4](=[O:6])[NH:12][C:13](=[O:14])[NH:15][C:9]=1[CH3:10]. The reactants are [CH3:1][O:2][CH:3]([C:9](=O)[CH3:10])[C:4]([O:6]CC)=O.[NH2:12][C:13]([NH2:15])=[O:14]. The catalyst is C1(C)C=CC(S(O)(=O)=O)=CC=1.CCCCCC. The yield is 0.750. (4) The reactants are [Br:1][C:2]1[CH:7]=[C:6]([CH2:8][C:9]([CH3:12])([CH3:11])[CH3:10])[CH:5]=[CH:4][C:3]=1[CH2:13][CH:14]([CH3:18])[C:15](O)=[O:16].S(Cl)([Cl:21])=O. No catalyst specified. The product is [Br:1][C:2]1[CH:7]=[C:6]([CH2:8][C:9]([CH3:12])([CH3:11])[CH3:10])[CH:5]=[CH:4][C:3]=1[CH2:13][CH:14]([CH3:18])[C:15]([Cl:21])=[O:16]. The yield is 0.880. (5) The reactants are [NH2:1][C:2]1[CH:7]=[CH:6][C:5]([O:8][CH3:9])=[CH:4][N:3]=1.Br[CH:11]([CH2:14][C:15]([CH3:20])([N+:17]([O-:19])=[O:18])[CH3:16])[CH:12]=O. The catalyst is ClCCl. The product is [CH3:16][C:15]([N+:17]([O-:19])=[O:18])([CH3:20])[CH2:14][C:11]1[N:3]2[CH:4]=[C:5]([O:8][CH3:9])[CH:6]=[CH:7][C:2]2=[N:1][CH:12]=1. The yield is 0.420. (6) The product is [Br:1][CH2:48][C:39]1[C:40]([C:43]([O:45][CH2:46][CH3:47])=[O:44])=[N:41][O:42][C:38]=1[C:30]1[CH:31]=[CH:32][C:33]([C:34]([F:37])([F:35])[F:36])=[C:28]([F:27])[CH:29]=1. The reactants are [Br:1]N1C(=O)CCC1=O.C(OOC(=O)C1C=CC=CC=1)(=O)C1C=CC=CC=1.[F:27][C:28]1[CH:29]=[C:30]([C:38]2[O:42][N:41]=[C:40]([C:43]([O:45][CH2:46][CH3:47])=[O:44])[C:39]=2[CH3:48])[CH:31]=[CH:32][C:33]=1[C:34]([F:37])([F:36])[F:35]. The catalyst is C(Cl)(Cl)(Cl)Cl. The yield is 0.950.